From a dataset of Full USPTO retrosynthesis dataset with 1.9M reactions from patents (1976-2016). Predict the reactants needed to synthesize the given product. Given the product [CH3:20][CH:19]([CH3:21])[CH2:18][N:5]1[C:6]2[C:15]3[CH:14]=[CH:13][CH:12]=[CH:11][C:10]=3[N:9]=[C:8]([NH2:16])[C:7]=2[N:17]=[C:4]1[CH2:3][N:22]1[CH2:27][CH2:26][O:25][CH2:24][CH2:23]1, predict the reactants needed to synthesize it. The reactants are: Cl.Cl[CH2:3][C:4]1[N:5]([CH2:18][CH:19]([CH3:21])[CH3:20])[C:6]2[C:15]3[CH:14]=[CH:13][CH:12]=[CH:11][C:10]=3[N:9]=[C:8]([NH2:16])[C:7]=2[N:17]=1.[NH:22]1[CH2:27][CH2:26][O:25][CH2:24][CH2:23]1.